From a dataset of Merck oncology drug combination screen with 23,052 pairs across 39 cell lines. Regression. Given two drug SMILES strings and cell line genomic features, predict the synergy score measuring deviation from expected non-interaction effect. (1) Drug 1: CC(=O)OC1C(=O)C2(C)C(O)CC3OCC3(OC(C)=O)C2C(OC(=O)c2ccccc2)C2(O)CC(OC(=O)C(O)C(NC(=O)c3ccccc3)c3ccccc3)C(C)=C1C2(C)C. Drug 2: CCc1cnn2c(NCc3ccc[n+]([O-])c3)cc(N3CCCCC3CCO)nc12. Cell line: HT29. Synergy scores: synergy=-6.28. (2) Drug 2: N#Cc1ccc(Cn2cncc2CN2CCN(c3cccc(Cl)c3)C(=O)C2)cc1. Synergy scores: synergy=9.78. Drug 1: CN1C(=O)C=CC2(C)C3CCC4(C)C(NC(=O)OCC(F)(F)F)CCC4C3CCC12. Cell line: SKMES1. (3) Drug 1: O=C(O)C1(Cc2cccc(Nc3nccs3)n2)CCC(Oc2cccc(Cl)c2F)CC1. Drug 2: COC1=C2CC(C)CC(OC)C(O)C(C)C=C(C)C(OC(N)=O)C(OC)C=CC=C(C)C(=O)NC(=CC1=O)C2=O. Cell line: VCAP. Synergy scores: synergy=-5.88. (4) Cell line: NCIH1650. Drug 1: O=P1(N(CCCl)CCCl)NCCCO1. Synergy scores: synergy=-27.5. Drug 2: Cn1nnc2c(C(N)=O)ncn2c1=O.